This data is from Forward reaction prediction with 1.9M reactions from USPTO patents (1976-2016). The task is: Predict the product of the given reaction. (1) Given the reactants [OH:1][C:2]1[C:11]([CH3:12])=[C:10]([CH3:13])[C:9](B2OC(C)(C)C(C)(C)O2)=[CH:8][C:3]=1[C:4]([O:6][CH3:7])=[O:5].Cl[CH2:24][C:25]1[CH:32]=[CH:31][C:28]([C:29]#[N:30])=[C:27]([F:33])[CH:26]=1.C(=O)([O-])[O-].[Na+].[Na+].COCCOC, predict the reaction product. The product is: [C:29]([C:28]1[CH:31]=[CH:32][C:25]([CH2:24][C:9]2[C:10]([CH3:13])=[C:11]([CH3:12])[C:2]([OH:1])=[C:3]([CH:8]=2)[C:4]([O:6][CH3:7])=[O:5])=[CH:26][C:27]=1[F:33])#[N:30]. (2) Given the reactants C[O:2][C:3](=[O:37])[C:4]1[CH:9]=[CH:8][C:7]([NH:10][C:11]([N:13]([C:20]2[N:21]([C:29]3[CH:34]=[CH:33][C:32]([Cl:35])=[CH:31][CH:30]=3)[N:22]=[C:23]3[C:28]=2[CH:27]=[CH:26][CH:25]=[CH:24]3)[CH:14]2[CH2:19][CH2:18][CH2:17][CH2:16][CH2:15]2)=[O:12])=[C:6]([CH3:36])[CH:5]=1.[OH-].[Li+], predict the reaction product. The product is: [Cl:35][C:32]1[CH:33]=[CH:34][C:29]([N:21]2[C:20]([N:13]([CH:14]3[CH2:19][CH2:18][CH2:17][CH2:16][CH2:15]3)[C:11](=[O:12])[NH:10][C:7]3[CH:8]=[CH:9][C:4]([C:3]([OH:37])=[O:2])=[CH:5][C:6]=3[CH3:36])=[C:28]3[C:23]([CH:24]=[CH:25][CH:26]=[CH:27]3)=[N:22]2)=[CH:30][CH:31]=1. (3) Given the reactants [CH2:1]([OH:17])[CH2:2][CH2:3][CH2:4][CH2:5][CH2:6][CH2:7][CH2:8][CH2:9][CH2:10][CH2:11][CH2:12][CH2:13][CH2:14][CH2:15][CH3:16], predict the reaction product. The product is: [C:1]([O:17][CH2:1][CH2:2][CH2:3][CH2:4][CH2:5][CH2:6][CH2:7][CH2:8][CH2:9][CH2:10][CH2:11][CH2:12][CH2:13][CH2:14][CH2:15][CH3:16])(=[O:17])[CH2:2][CH2:3][CH2:4][CH2:5][CH2:6][CH2:7][CH2:8]/[CH:9]=[CH:10]\[CH2:11][CH2:12][CH2:13][CH3:14].